Task: Predict the product of the given reaction.. Dataset: Forward reaction prediction with 1.9M reactions from USPTO patents (1976-2016) (1) Given the reactants [NH2:1][C@@:2]1([CH2:9][C:10]#[C:11][C:12]2[CH:17]=[C:16]([C:18]3[CH:23]=[CH:22][CH:21]=[C:20]([O:24][C:25]([F:28])([F:27])[F:26])[CH:19]=3)[CH:15]=[CH:14][N:13]=2)[CH2:6][CH2:5][N:4]([CH3:7])[C:3]1=[O:8].N, predict the reaction product. The product is: [CH3:7][N:4]1[CH2:5][CH2:6][C@:2]2([N:1]=[C:11]([C:12]3[CH:17]=[C:16]([C:18]4[CH:23]=[CH:22][CH:21]=[C:20]([O:24][C:25]([F:28])([F:27])[F:26])[CH:19]=4)[CH:15]=[CH:14][N:13]=3)[CH2:10][CH2:9]2)[C:3]1=[O:8]. (2) Given the reactants FC(F)(F)S(O[C:7]1[CH:8]([CH3:20])[CH2:9][N:10]([CH2:13][C:14]2[CH:19]=[CH:18][CH:17]=[CH:16][CH:15]=2)[CH2:11][CH:12]=1)(=O)=O.[CH2:23]([O:25][C:26]([C:28]1[CH:29]=[C:30](B(O)O)[CH:31]=[CH:32][CH:33]=1)=[O:27])[CH3:24], predict the reaction product. The product is: [CH2:13]([N:10]1[CH2:11][CH:12]=[C:7]([C:32]2[CH:33]=[C:28]([CH:29]=[CH:30][CH:31]=2)[C:26]([O:25][CH2:23][CH3:24])=[O:27])[CH:8]([CH3:20])[CH2:9]1)[C:14]1[CH:19]=[CH:18][CH:17]=[CH:16][CH:15]=1. (3) Given the reactants [Cl:1][C:2]1[CH:3]=[CH:4][C:5]([OH:10])=[C:6]([CH:9]=1)[CH:7]=[O:8].[CH3:11][C:12]1([CH2:16]OS(C2C=CC(C)=CC=2)(=O)=O)[CH2:15][O:14][CH2:13]1.C([O-])([O-])=O.[K+].[K+], predict the reaction product. The product is: [Cl:1][C:2]1[CH:3]=[CH:4][C:5]([O:10][CH2:11][C:12]2([CH3:16])[CH2:15][O:14][CH2:13]2)=[C:6]([CH:9]=1)[CH:7]=[O:8]. (4) Given the reactants [S:1]1[CH2:4][CH:3]([OH:5])[CH2:2]1.CCN(CC)CC.[C:13]1([CH3:23])[CH:18]=[CH:17][C:16]([S:19](Cl)(=[O:21])=[O:20])=[CH:15][CH:14]=1.[N:24]1[CH:29]=[CH:28][CH:27]=[CH:26][CH:25]=1, predict the reaction product. The product is: [N:24]1[CH:29]=[CH:28][CH:27]=[CH2+:26][CH:25]=1.[C:13]1([CH3:23])[CH:18]=[CH:17][C:16]([S:19]([OH:5])(=[O:21])=[O:20])=[CH:15][CH:14]=1.[S:1]1[CH2:4][CH2:3][CH2:2]1. (5) Given the reactants ClC1C=CC=C(C(OO)=[O:9])C=1.[CH3:12][O:13][C:14]1[CH:44]=[CH:43][C:17]([O:18][C:19]2[CH:42]=[CH:41][C:22]([CH2:23][NH:24][C:25]([C:27]3([NH:30][C:31]([C:33]4[CH:34]=[N:35][C:36]([S:39][CH3:40])=[N:37][CH:38]=4)=[O:32])[CH2:29][CH2:28]3)=[O:26])=[CH:21][CH:20]=2)=[C:16]([C:45]([F:48])([F:47])[F:46])[CH:15]=1, predict the reaction product. The product is: [CH3:12][O:13][C:14]1[CH:44]=[CH:43][C:17]([O:18][C:19]2[CH:20]=[CH:21][C:22]([CH2:23][NH:24][C:25]([C:27]3([NH:30][C:31]([C:33]4[CH:34]=[N:35][C:36]([S:39]([CH3:40])=[O:9])=[N:37][CH:38]=4)=[O:32])[CH2:28][CH2:29]3)=[O:26])=[CH:41][CH:42]=2)=[C:16]([C:45]([F:47])([F:48])[F:46])[CH:15]=1.